From a dataset of Catalyst prediction with 721,799 reactions and 888 catalyst types from USPTO. Predict which catalyst facilitates the given reaction. (1) Reactant: C(Cl)CCl.[Cl:5][C:6]1[CH:7]=[CH:8][C:9]([CH2:14][N:15]2[CH2:18][CH:17]([OH:19])[CH2:16]2)=[C:10]([CH:13]=1)[CH2:11][NH2:12].[C:20]([N:27]1[CH2:34][CH2:33][CH2:32][C@H:28]1[C:29](O)=[O:30])([O:22][C:23]([CH3:26])([CH3:25])[CH3:24])=[O:21].C1C=NC2N(O)N=NC=2C=1. Product: [Cl:5][C:6]1[CH:7]=[CH:8][C:9]([CH2:14][N:15]2[CH2:16][CH:17]([OH:19])[CH2:18]2)=[C:10]([CH:13]=1)[CH2:11][NH:12][C:29](=[O:30])[C@@H:28]1[CH2:32][CH2:33][CH2:34][N:27]1[C:20]([O:22][C:23]([CH3:25])([CH3:24])[CH3:26])=[O:21]. The catalyst class is: 3. (2) Reactant: [F:1][C:2]1[CH:7]=[CH:6][C:5]([C:8]2[S:12][C:11]([CH3:13])=[N:10][C:9]=2[C:14]([N:16]2[CH2:20][CH:19]3[CH2:21][CH2:22][CH2:23][CH:18]3[CH:17]2[CH2:24]O)=[O:15])=[CH:4][CH:3]=1.[C:26]1(=[O:36])[NH:30][C:29](=[O:31])[C:28]2=[CH:32][CH:33]=[CH:34][CH:35]=[C:27]12.C1(P(C2C=CC=CC=2)C2C=CC=CC=2)C=CC=CC=1.CC(OC(/N=N/C(OC(C)C)=O)=O)C. Product: [F:1][C:2]1[CH:7]=[CH:6][C:5]([C:8]2[S:12][C:11]([CH3:13])=[N:10][C:9]=2[C:14]([N:16]2[CH2:20][CH:19]3[CH2:21][CH2:22][CH2:23][CH:18]3[CH:17]2[CH2:24][N:30]2[C:26](=[O:36])[C:27]3[C:28](=[CH:32][CH:33]=[CH:34][CH:35]=3)[C:29]2=[O:31])=[O:15])=[CH:4][CH:3]=1. The catalyst class is: 1. (3) Reactant: [NH2:1][C:2]1[CH:7]=[CH:6][C:5]([Cl:8])=[CH:4][C:3]=1[C:9]([C:11]1[CH:16]=[CH:15][CH:14]=[C:13]([CH2:17][CH3:18])[C:12]=1[O:19][CH3:20])=[O:10].[BH4-].[Na+]. Product: [NH2:1][C:2]1[CH:7]=[CH:6][C:5]([Cl:8])=[CH:4][C:3]=1[CH:9]([C:11]1[CH:16]=[CH:15][CH:14]=[C:13]([CH2:17][CH3:18])[C:12]=1[O:19][CH3:20])[OH:10]. The catalyst class is: 5. (4) Reactant: [F:1][C:2]1[CH:10]=[CH:9][C:8]([CH3:11])=[CH:7][C:3]=1[C:4]([OH:6])=[O:5].IC.[C:14](=O)([O-])[O-].[K+].[K+]. Product: [CH3:14][O:5][C:4](=[O:6])[C:3]1[CH:7]=[C:8]([CH3:11])[CH:9]=[CH:10][C:2]=1[F:1]. The catalyst class is: 21. (5) Reactant: CN(C)C=O.Cl[CH2:7][CH2:8][O:9][C:10]1[CH:19]=[C:18]2[C:13]([C:14]([O:20][C:21]3[C:22]([CH3:31])=[N:23][C:24]4[C:29]([CH:30]=3)=[CH:28][CH:27]=[CH:26][CH:25]=4)=[CH:15][CH:16]=[N:17]2)=[CH:12][C:11]=1[O:32][CH3:33].[C:34](=[O:37])([O-])[O-:35].[K+].[K+].[CH3:40][C:41]1([CH3:49])[CH2:46][C:45](=[O:47])[NH:44]C(=O)[CH2:42]1. Product: [CH3:33][O:32][C:11]1[CH:12]=[C:13]2[C:18](=[CH:19][C:10]=1[O:9][CH2:8][CH2:7][NH:44][C:45]([CH2:46][C:41]([CH3:49])([CH3:42])[CH2:40][C:34]([OH:35])=[O:37])=[O:47])[N:17]=[CH:16][CH:15]=[C:14]2[O:20][C:21]1[C:22]([CH3:31])=[N:23][C:24]2[C:29]([CH:30]=1)=[CH:28][CH:27]=[CH:26][CH:25]=2. The catalyst class is: 6. (6) Reactant: [NH2:1][C:2]1[CH:7]=[C:6](F)[C:5]([F:9])=[CH:4][C:3]=1[C:10]([C:12]1[CH:17]=[CH:16][CH:15]=[CH:14][C:13]=1[Cl:18])=[O:11].[CH3:19][OH:20].C[O-].[Na+]. Product: [NH2:1][C:2]1[CH:7]=[C:6]([O:20][CH3:19])[C:5]([F:9])=[CH:4][C:3]=1[C:10]([C:12]1[CH:17]=[CH:16][CH:15]=[CH:14][C:13]=1[Cl:18])=[O:11]. The catalyst class is: 13. (7) Reactant: [CH3:1][O:2][C:3]1[CH:42]=[CH:41][CH:40]=[CH:39][C:4]=1[CH2:5][O:6][CH2:7][CH2:8][CH2:9][O:10][C:11]1[CH:16]=[CH:15][C:14]([CH:17]2[CH2:22][CH2:21][NH:20][CH2:19][CH:18]2[O:23][CH2:24][CH2:25][O:26][C:27]2[CH:32]=[CH:31][CH:30]=[CH:29][C:28]=2[CH2:33][CH2:34][C:35]([O:37][CH3:38])=[O:36])=[CH:13][CH:12]=1.C(=O)(O)[O-].[Na+].Cl[C:49]([O:51][CH2:52][C:53]1[CH:58]=[CH:57][CH:56]=[CH:55][CH:54]=1)=[O:50]. Product: [CH3:1][O:2][C:3]1[CH:42]=[CH:41][CH:40]=[CH:39][C:4]=1[CH2:5][O:6][CH2:7][CH2:8][CH2:9][O:10][C:11]1[CH:12]=[CH:13][C:14]([CH:17]2[CH2:22][CH2:21][N:20]([C:49]([O:51][CH2:52][C:53]3[CH:58]=[CH:57][CH:56]=[CH:55][CH:54]=3)=[O:50])[CH2:19][CH:18]2[O:23][CH2:24][CH2:25][O:26][C:27]2[CH:32]=[CH:31][CH:30]=[CH:29][C:28]=2[CH2:33][CH2:34][C:35]([O:37][CH3:38])=[O:36])=[CH:15][CH:16]=1. The catalyst class is: 13. (8) Reactant: [OH:1][CH:2]([C:8]1[C:13]([C:14]([F:17])([F:16])[F:15])=[CH:12][CH:11]=[CH:10][C:9]=1[O:18]COC)[C:3]([O:5][CH2:6][CH3:7])=[O:4].Cl. Product: [OH:1][CH:2]([C:8]1[C:13]([C:14]([F:16])([F:17])[F:15])=[CH:12][CH:11]=[CH:10][C:9]=1[OH:18])[C:3]([O:5][CH2:6][CH3:7])=[O:4]. The catalyst class is: 7. (9) Reactant: [CH3:1][O:2][C:3]([C:5]1[CH:10]=[CH:9][C:8]([N:11]2[C:15]([S:16][CH2:17][CH2:18][CH3:19])=[C:14]([C:20]([OH:22])=O)[CH:13]=[N:12]2)=[CH:7][CH:6]=1)=[O:4].Cl.[CH:24]12[CH2:33][CH:28]3[CH2:29][CH:30]([CH2:32][CH:26]([CH2:27]3)[CH:25]1[NH2:34])[CH2:31]2.C1C=CC2N(O)N=NC=2C=1.CCN(C(C)C)C(C)C.CCN=C=NCCCN(C)C. Product: [CH:24]12[CH2:33][CH:28]3[CH2:29][CH:30]([CH2:32][CH:26]([CH2:27]3)[CH:25]1[NH:34][C:20]([C:14]1[CH:13]=[N:12][N:11]([C:8]3[CH:7]=[CH:6][C:5]([C:3]([O:2][CH3:1])=[O:4])=[CH:10][CH:9]=3)[C:15]=1[S:16][CH2:17][CH2:18][CH3:19])=[O:22])[CH2:31]2. The catalyst class is: 39.